From a dataset of Peptide-MHC class I binding affinity with 185,985 pairs from IEDB/IMGT. Regression. Given a peptide amino acid sequence and an MHC pseudo amino acid sequence, predict their binding affinity value. This is MHC class I binding data. (1) The MHC is HLA-B15:01 with pseudo-sequence HLA-B15:01. The binding affinity (normalized) is 0.228. The peptide sequence is TIRYQATGF. (2) The peptide sequence is ITNTKSDNI. The MHC is HLA-A02:06 with pseudo-sequence HLA-A02:06. The binding affinity (normalized) is 0.205.